Dataset: Forward reaction prediction with 1.9M reactions from USPTO patents (1976-2016). Task: Predict the product of the given reaction. (1) Given the reactants O=C1[CH2:7][CH2:6][N:5]([C:8]2[CH:13]=[CH:12][C:11]([N:14]3[CH2:18][C@H:17]([CH2:19][NH:20][C:21](=[O:23])[CH3:22])[O:16][C:15]3=[O:24])=[CH:10][C:9]=2[F:25])[CH2:4][CH2:3]1.[CH:26]1([CH2:29][C:30]#N)[CH2:28][CH2:27]1.[C:32]([O-])(=O)C.[NH4+:36], predict the reaction product. The product is: [C:32]([C:26]1([CH:29]=[C:30]2[CH2:7][CH2:6][N:5]([C:8]3[CH:13]=[CH:12][C:11]([N:14]4[CH2:18][C@H:17]([CH2:19][NH:20][C:21](=[O:23])[CH3:22])[O:16][C:15]4=[O:24])=[CH:10][C:9]=3[F:25])[CH2:4][CH2:3]2)[CH2:27][CH2:28]1)#[N:36]. (2) Given the reactants Cl[C:2]1[N:10]=[CH:9][N:8]=[C:7]2[C:3]=1[N:4]=[C:5]([C:18]1[CH:23]=[CH:22][C:21]([Cl:24])=[CH:20][C:19]=1[Cl:25])[N:6]2[C:11]1[CH:16]=[CH:15][C:14]([Cl:17])=[CH:13][CH:12]=1.C([Sn](CCCC)(CCCC)[C:31]([O:33]CC)=[CH2:32])CCC.O.Cl, predict the reaction product. The product is: [Cl:17][C:14]1[CH:15]=[CH:16][C:11]([N:6]2[C:5]([C:18]3[CH:23]=[CH:22][C:21]([Cl:24])=[CH:20][C:19]=3[Cl:25])=[N:4][C:3]3[C:7]2=[N:8][CH:9]=[N:10][C:2]=3[C:31](=[O:33])[CH3:32])=[CH:12][CH:13]=1. (3) The product is: [CH3:16][O:15][C:12]1[CH:13]=[CH:14][C:9]([CH2:8][N:7]2[C:3]([NH:1][N:2]=[C:18]([CH3:20])[CH3:17])=[N:4][N:5]=[N:6]2)=[CH:10][CH:11]=1. Given the reactants [NH:1]([C:3]1[N:7]([CH2:8][C:9]2[CH:14]=[CH:13][C:12]([O:15][CH3:16])=[CH:11][CH:10]=2)[N:6]=[N:5][N:4]=1)[NH2:2].[CH3:17][C:18]([CH3:20])=O, predict the reaction product.